Dataset: Reaction yield outcomes from USPTO patents with 853,638 reactions. Task: Predict the reaction yield, written as a fraction of the theoretical maximum amount of product (1.0 means a 100% yield; for example, 0.34 means a 34% yield). (1) The reactants are [NH2:1][C:2]1[CH:7]=[CH:6][N:5]=[C:4]([N:8]2[CH2:13][CH2:12][C:11]([CH2:16][C:17]#[N:18])([O:14][CH3:15])[CH2:10][CH2:9]2)[N:3]=1.[CH:19]([N:23]1[C:31]2[CH:30]=[C:29](Cl)[N:28]=[CH:27][C:26]=2[C:25]([N:33]2[CH2:37][CH2:36][C@@H:35]([OH:38])[CH2:34]2)=[N:24]1)([CH2:21][CH3:22])[CH3:20].C1(P(C2CCCCC2)C2C(OC)=CC=C(OC)C=2C2C(C(C)C)=CC(C(C)C)=CC=2C(C)C)CCCCC1.C(=O)([O-])[O-].[Cs+].[Cs+]. The catalyst is O1CCOCC1. The product is [CH:19]([N:23]1[C:31]2[CH:30]=[C:29]([NH:1][C:2]3[CH:7]=[CH:6][N:5]=[C:4]([N:8]4[CH2:13][CH2:12][C:11]([CH2:16][C:17]#[N:18])([O:14][CH3:15])[CH2:10][CH2:9]4)[N:3]=3)[N:28]=[CH:27][C:26]=2[C:25]([N:33]2[CH2:37][CH2:36][C@@H:35]([OH:38])[CH2:34]2)=[N:24]1)([CH2:21][CH3:22])[CH3:20]. The yield is 0.0600. (2) The reactants are CCN(C(C)C)C(C)C.[F:10][C:11]([F:28])([F:27])[O:12][C:13]1[CH:14]=[CH:15][CH:16]=[C:17]2[C:22]=1[O:21][C:20](=[O:23])[C:19]([C:24]([OH:26])=O)=[CH:18]2.CN(C(ON1N=NC2C=CC=NC1=2)=[N+](C)C)C.F[P-](F)(F)(F)(F)F.[CH3:53][O:54][C:55]1[CH:56]=[C:57]([C:63]2[CH:68]=[CH:67][CH:66]=[C:65]([NH2:69])[CH:64]=2)[CH:58]=[CH:59][C:60]=1[O:61][CH3:62]. The catalyst is CN(C=O)C. The product is [CH3:53][O:54][C:55]1[CH:56]=[C:57]([C:63]2[CH:68]=[CH:67][CH:66]=[C:65]([NH:69][C:24]([C:19]3[C:20](=[O:23])[O:21][C:22]4[C:17]([CH:18]=3)=[CH:16][CH:15]=[CH:14][C:13]=4[O:12][C:11]([F:10])([F:28])[F:27])=[O:26])[CH:64]=2)[CH:58]=[CH:59][C:60]=1[O:61][CH3:62]. The yield is 0.650. (3) The reactants are [CH3:1][O:2][C:3]1[CH:4]=[C:5]([NH:12]C(=O)C)[CH:6]=[CH:7][C:8]=1[N+:9]([O-:11])=[O:10].C(=O)([O-])[O-].[K+].[K+]. The catalyst is Cl. The product is [CH3:1][O:2][C:3]1[CH:4]=[C:5]([NH2:12])[CH:6]=[CH:7][C:8]=1[N+:9]([O-:11])=[O:10]. The yield is 1.00. (4) The reactants are [C:1]1([S:7]([NH2:10])(=[O:9])=[O:8])[CH:6]=[CH:5][CH:4]=[CH:3][CH:2]=1.[OH-].[Na+].[CH3:13][C:14]1[O:18][C:17]([CH2:19][CH2:20]O)=[CH:16][CH:15]=1.CC1C=CC(S([O-])(=O)=O)=CC=1. The catalyst is CC(C)=O. The product is [CH3:13][C:14]1[O:18][C:17]([CH2:19][CH2:20][NH:10][S:7]([C:1]2[CH:6]=[CH:5][CH:4]=[CH:3][CH:2]=2)(=[O:9])=[O:8])=[CH:16][CH:15]=1. The yield is 0.230.